Dataset: Catalyst prediction with 721,799 reactions and 888 catalyst types from USPTO. Task: Predict which catalyst facilitates the given reaction. (1) Reactant: N[C:2]1[CH:3]=[C:4]2[C:8](=[CH:9][CH:10]=1)[N:7]([C:11](=[O:13])[CH3:12])[CH2:6][CH2:5]2.N([O-])=O.[Na+].C(=O)([O-])[O-].[Na+].[Na+].[C-]#N.[Na+].[Cu](C#N)[C:28]#[N:29]. Product: [C:11]([N:7]1[C:8]2[C:4](=[CH:3][C:2]([C:28]#[N:29])=[CH:10][CH:9]=2)[CH2:5][CH2:6]1)(=[O:13])[CH3:12]. The catalyst class is: 126. (2) Reactant: [F:1][C:2]([F:32])([F:31])[C:3]1[CH:8]=[CH:7][C:6]([C@@H:9]2[C:18]3[C:13](=[CH:14][CH:15]=[CH:16][CH:17]=3)[CH2:12][CH2:11][N:10]2[C:19](OC2C=CC([N+]([O-])=O)=CC=2)=[O:20])=[CH:5][CH:4]=1.[NH2:33][C:34]1[CH:41]=[CH:40][C:37]([C:38]#[N:39])=[CH:36][C:35]=1[F:42].[H-].[Na+].O. Product: [C:38]([C:37]1[CH:40]=[CH:41][C:34]([NH:33][C:19]([N:10]2[CH2:11][CH2:12][C:13]3[C:18](=[CH:17][CH:16]=[CH:15][CH:14]=3)[C@H:9]2[C:6]2[CH:7]=[CH:8][C:3]([C:2]([F:31])([F:1])[F:32])=[CH:4][CH:5]=2)=[O:20])=[C:35]([F:42])[CH:36]=1)#[N:39]. The catalyst class is: 23. (3) Reactant: Cl.[C:2]([C:6]1[CH:11]=[CH:10][N:9]=[C:8]([C:12]([OH:14])=O)[CH:7]=1)([CH3:5])([CH3:4])[CH3:3].C[N:16]1[CH2:21][CH2:20][O:19][CH2:18][CH2:17]1.C1COCC1.N1CCOCC1. Product: [C:2]([C:6]1[CH:11]=[CH:10][N:9]=[C:8]([C:12]([N:16]2[CH2:21][CH2:20][O:19][CH2:18][CH2:17]2)=[O:14])[CH:7]=1)([CH3:3])([CH3:4])[CH3:5]. The catalyst class is: 4. (4) Reactant: [Cl:1][C:2]1[CH:7]=[CH:6][C:5]([C@@H:8]([NH:11][C:12]([CH:14]2[CH2:19][CH2:18][CH2:17][N:16](C(OC(C)(C)C)=O)[CH2:15]2)=[O:13])[CH2:9][CH3:10])=[C:4]([F:27])[C:3]=1[C:28]([C:30]1[CH:31]=[N:32][CH:33]=[CH:34][CH:35]=1)=[O:29].Cl.O1CCOCC1. Product: [Cl:1][C:2]1[CH:7]=[CH:6][C:5]([C@@H:8]([NH:11][C:12]([CH:14]2[CH2:19][CH2:18][CH2:17][NH:16][CH2:15]2)=[O:13])[CH2:9][CH3:10])=[C:4]([F:27])[C:3]=1[C:28]([C:30]1[CH:31]=[N:32][CH:33]=[CH:34][CH:35]=1)=[O:29]. The catalyst class is: 2. (5) Reactant: [CH3:1][C:2]1[N:6]([C:7]2[CH:12]=[CH:11][CH:10]=[C:9]([C:13]([F:16])([F:15])[F:14])[CH:8]=2)[C:5](=[O:17])[NH:4][C:3]=1[C:18]1[N:22]([C:23]2[CH:30]=[CH:29][C:26]([C:27]#[N:28])=[CH:25][CH:24]=2)[N:21]=[CH:20][CH:19]=1.CC(C)([O-])C.[K+].[CH2:37]1[CH2:41]O[CH2:39][CH2:38]1.ICCCC. Product: [CH2:41]([N:4]1[C:3]([C:18]2[N:22]([C:23]3[CH:24]=[CH:25][C:26]([C:27]#[N:28])=[CH:29][CH:30]=3)[N:21]=[CH:20][CH:19]=2)=[C:2]([CH3:1])[N:6]([C:7]2[CH:12]=[CH:11][CH:10]=[C:9]([C:13]([F:16])([F:15])[F:14])[CH:8]=2)[C:5]1=[O:17])[CH2:37][CH2:38][CH3:39]. The catalyst class is: 6. (6) Reactant: [Cl-].[CH3:2][O:3][CH2:4][P+](C1C=CC=CC=1)(C1C=CC=CC=1)C1C=CC=CC=1.CC([O-])(C)C.[K+].[Br:30][C:31]1[CH:32]=[CH:33][C:34]([F:43])=[C:35]2[C:40]=1[N:39]=[C:38]([CH:41]=O)[CH:37]=[CH:36]2. Product: [Br:30][C:31]1[CH:32]=[CH:33][C:34]([F:43])=[C:35]2[C:40]=1[N:39]=[C:38]([CH:41]=[CH:2][O:3][CH3:4])[CH:37]=[CH:36]2. The catalyst class is: 1. (7) Reactant: C([N-]C(C)C)(C)C.[Li+].[CH:9]1([CH2:12][N:13]2[C:19](=[O:20])[CH2:18][CH2:17][N:16]([C:21]([O:23][C:24]([CH3:27])([CH3:26])[CH3:25])=[O:22])[CH:15]([C:28]3[CH:33]=[CH:32][CH:31]=[CH:30][CH:29]=3)[CH2:14]2)[CH2:11][CH2:10]1.[Br:34]Br. Product: [Br:34][CH:18]1[CH2:17][N:16]([C:21]([O:23][C:24]([CH3:27])([CH3:25])[CH3:26])=[O:22])[CH:15]([C:28]2[CH:33]=[CH:32][CH:31]=[CH:30][CH:29]=2)[CH2:14][N:13]([CH2:12][CH:9]2[CH2:10][CH2:11]2)[C:19]1=[O:20]. The catalyst class is: 7.